Dataset: Full USPTO retrosynthesis dataset with 1.9M reactions from patents (1976-2016). Task: Predict the reactants needed to synthesize the given product. (1) Given the product [OH:22][C:19]1[CH:20]=[CH:21][C:16]([CH2:15][C:10]2[N:9]3[N:8]=[C:4]([CH3:5])[C:3]([OH:2])=[N:14][C:13]3=[N:12][N:11]=2)=[CH:17][CH:18]=1, predict the reactants needed to synthesize it. The reactants are: C[O:2][C:3](=O)[C:4](=O)[CH3:5].[NH2:8][N:9]1[C:13]([NH2:14])=[N:12][N:11]=[C:10]1[CH2:15][C:16]1[CH:21]=[CH:20][C:19]([OH:22])=[CH:18][CH:17]=1. (2) Given the product [NH3:8].[CH3:9][OH:10].[C:11]([N:15]1[CH2:20][CH2:19][NH:18][C@@H:17]([C:28]([N:30]2[CH2:35][CH2:34][N:33]([C:9]([NH:8][C:4]3[CH:5]=[CH:6][CH:7]=[C:2]([Cl:1])[CH:3]=3)=[O:10])[CH2:32][CH2:31]2)=[O:29])[CH2:16]1)([CH3:14])([CH3:12])[CH3:13], predict the reactants needed to synthesize it. The reactants are: [Cl:1][C:2]1[CH:7]=[CH:6][CH:5]=[C:4]([N:8]=[C:9]=[O:10])[CH:3]=1.[C:11]([N:15]1[CH2:20][CH2:19][N:18](C(OC(C)(C)C)=O)[C@@H:17]([C:28]([N:30]2[CH2:35][CH2:34][NH:33][CH2:32][CH2:31]2)=[O:29])[CH2:16]1)([CH3:14])([CH3:13])[CH3:12]. (3) Given the product [N:29]1([C:27]([C:26]2[CH:33]=[CH:34][C:35]([O:1][C:2]3[CH:3]=[C:4]([CH:9]=[C:10]([O:12][C@@H:13]([CH3:16])[CH2:14][OH:15])[CH:11]=3)[C:5]([OH:7])=[O:6])=[C:24]([F:23])[CH:25]=2)=[O:28])[CH2:32][CH2:31][CH2:30]1, predict the reactants needed to synthesize it. The reactants are: [OH:1][C:2]1[CH:3]=[C:4]([CH:9]=[C:10]([O:12][C@@H:13]([CH3:16])[CH2:14][OH:15])[CH:11]=1)[C:5]([O:7]C)=[O:6].C(=O)([O-])[O-].[Cs+].[Cs+].[F:23][C:24]1[CH:25]=[C:26]([CH:33]=[CH:34][C:35]=1F)[C:27]([N:29]1[CH2:32][CH2:31][CH2:30]1)=[O:28].O.[OH-].[Li+]. (4) Given the product [C:22]([NH:1][C:2]1[S:3][C:4]2[CH:10]=[C:9]([O:11][S:12]([C:15]3[CH:20]=[CH:19][C:18]([F:21])=[CH:17][CH:16]=3)(=[O:13])=[O:14])[CH:8]=[CH:7][C:5]=2[N:6]=1)(=[O:25])[CH2:23][CH3:24], predict the reactants needed to synthesize it. The reactants are: [NH2:1][C:2]1[S:3][C:4]2[CH:10]=[C:9]([O:11][S:12]([C:15]3[CH:20]=[CH:19][C:18]([F:21])=[CH:17][CH:16]=3)(=[O:14])=[O:13])[CH:8]=[CH:7][C:5]=2[N:6]=1.[C:22](O)(=[O:25])[CH2:23][CH3:24].CN(C(ON1N=NC2C=CC=CC1=2)=[N+](C)C)C.F[P-](F)(F)(F)(F)F.C(NC(C)C)(C)C. (5) Given the product [C:1]([O:5][CH:6]([C:11]1[N:12]([CH3:32])[C:13](=[O:31])[C:14]2[C:19]([C:20]=1[N:21]([C:23]1[CH:28]=[CH:27][C:26]([CH3:29])=[C:25]([CH3:30])[CH:24]=1)[CH3:22])=[CH:18][CH:17]=[CH:16][CH:15]=2)[C:7]([OH:9])=[O:8])([CH3:4])([CH3:3])[CH3:2], predict the reactants needed to synthesize it. The reactants are: [C:1]([O:5][CH:6]([C:11]1[N:12]([CH3:32])[C:13](=[O:31])[C:14]2[C:19]([C:20]=1[N:21]([C:23]1[CH:28]=[CH:27][C:26]([CH3:29])=[C:25]([CH3:30])[CH:24]=1)[CH3:22])=[CH:18][CH:17]=[CH:16][CH:15]=2)[C:7]([O:9]C)=[O:8])([CH3:4])([CH3:3])[CH3:2].[Li+].[OH-].O.Cl.O. (6) Given the product [CH3:12][S:11][C:9]1[S:10][C:3]2[C:2]([NH:13][C:14]3[CH:18]=[C:17]([C:19]([CH3:22])([CH3:20])[CH3:21])[Se:16][C:15]=3[C:23]([NH2:25])=[O:24])=[N:7][CH:6]=[N:5][C:4]=2[N:8]=1, predict the reactants needed to synthesize it. The reactants are: Cl[C:2]1[C:3]2[S:10][C:9]([S:11][CH3:12])=[N:8][C:4]=2[N:5]=[CH:6][N:7]=1.[NH2:13][C:14]1[CH:18]=[C:17]([C:19]([CH3:22])([CH3:21])[CH3:20])[Se:16][C:15]=1[C:23]([NH2:25])=[O:24].CN(C=O)C.[OH-].[Na+]. (7) Given the product [C:1]1([C:7]2[N:11]=[C:10]([CH2:12][CH2:13][CH2:14][C:22]([OH:23])=[O:19])[O:9][N:8]=2)[CH:2]=[CH:3][CH:4]=[CH:5][CH:6]=1, predict the reactants needed to synthesize it. The reactants are: [C:1]1([C:7]2[N:11]=[C:10]([CH:12](C)[CH2:13][C:14](OC)=O)[O:9][N:8]=2)[CH:6]=[CH:5][CH:4]=[CH:3][CH:2]=1.[OH-:19].[Na+].Cl.[CH3:22][OH:23]. (8) The reactants are: [CH:1]1([CH2:5][C:6]2[N:7]=[C:8](C(OCC)=O)[S:9][CH:10]=2)[CH2:4][CH2:3][CH2:2]1.[OH-].[K+].Cl. Given the product [CH:1]1([CH2:5][C:6]2[N:7]=[CH:8][S:9][CH:10]=2)[CH2:4][CH2:3][CH2:2]1, predict the reactants needed to synthesize it. (9) Given the product [C:10]([CH:9]([C:7]1[C:6]([N+:12]([O-:14])=[O:13])=[CH:5][CH:4]=[C:3]([O:2][CH3:1])[N:8]=1)[CH2:22][C:23]([O:25][CH3:26])=[O:24])#[N:11], predict the reactants needed to synthesize it. The reactants are: [CH3:1][O:2][C:3]1[N:8]=[C:7]([CH2:9][C:10]#[N:11])[C:6]([N+:12]([O-:14])=[O:13])=[CH:5][CH:4]=1.C(=O)([O-])[O-].[K+].[K+].Br[CH2:22][C:23]([O:25][CH3:26])=[O:24]. (10) Given the product [C:6]([OH:46])(=[O:7])[CH3:37].[NH2:23][C:21]1[N:20]=[CH:19][N:18]=[C:17]2[N:16]([C@H:24]3[CH2:29][CH2:28][C@@H:27]([N:30]4[CH2:35][CH2:34][N:33]([CH3:36])[CH2:32][CH2:31]4)[CH2:26][CH2:25]3)[N:15]=[C:14]([C:11]3[CH:12]=[CH:13][C:8]([O:7][C:6]4[CH:5]=[CH:4][C:3]([CH2:2][NH:1][S:45]([C:39]5[CH:44]=[CH:43][CH:42]=[CH:41][CH:40]=5)(=[O:47])=[O:46])=[CH:38][CH:37]=4)=[CH:9][CH:10]=3)[C:22]=12, predict the reactants needed to synthesize it. The reactants are: [NH2:1][CH2:2][C:3]1[CH:38]=[CH:37][C:6]([O:7][C:8]2[CH:13]=[CH:12][C:11]([C:14]3[C:22]4[C:17](=[N:18][CH:19]=[N:20][C:21]=4[NH2:23])[N:16]([C@H:24]4[CH2:29][CH2:28][C@@H:27]([N:30]5[CH2:35][CH2:34][N:33]([CH3:36])[CH2:32][CH2:31]5)[CH2:26][CH2:25]4)[N:15]=3)=[CH:10][CH:9]=2)=[CH:5][CH:4]=1.[C:39]1([S:45](Cl)(=[O:47])=[O:46])[CH:44]=[CH:43][CH:42]=[CH:41][CH:40]=1.